This data is from Reaction yield outcomes from USPTO patents with 853,638 reactions. The task is: Predict the reaction yield, written as a fraction of the theoretical maximum amount of product (1.0 means a 100% yield; for example, 0.34 means a 34% yield). (1) The reactants are [F:1][C:2]1([F:17])[CH2:7][CH2:6][CH:5]([C:8]([C:10]2[C:15](F)=[CH:14][CH:13]=[CH:12]N=2)=[O:9])[CH2:4][CH2:3]1.[BH4-].[Na+].[CH3:20]O. No catalyst specified. The product is [F:1][C:2]1([F:17])[CH2:7][CH2:6][CH:5]([CH:8]([C:10]2[CH:20]=[CH:12][CH:13]=[CH:14][CH:15]=2)[OH:9])[CH2:4][CH2:3]1. The yield is 0.930. (2) The reactants are [Si:1]([O:8][CH2:9][CH2:10][O:11][C:12]1[CH:13]=[CH:14][C:15]([CH2:27][OH:28])=[N:16][C:17]=1[N:18]1[CH2:23][CH2:22][N:21]([CH:24]([CH3:26])[CH3:25])[CH2:20][CH2:19]1)([C:4]([CH3:7])([CH3:6])[CH3:5])([CH3:3])[CH3:2].I(C1C=CC=CC=1C(O)=O)(=O)=O. The catalyst is ClCCCl. The product is [Si:1]([O:8][CH2:9][CH2:10][O:11][C:12]1[CH:13]=[CH:14][C:15]([CH:27]=[O:28])=[N:16][C:17]=1[N:18]1[CH2:23][CH2:22][N:21]([CH:24]([CH3:25])[CH3:26])[CH2:20][CH2:19]1)([C:4]([CH3:6])([CH3:5])[CH3:7])([CH3:3])[CH3:2]. The yield is 0.590. (3) The reactants are [Br:1][C:2]1[CH:3]=[C:4]([C:8]2[N:9]=[C:10]([CH:13]([NH2:20])[CH2:14][CH2:15][CH2:16][CH:17]([CH3:19])[CH3:18])[NH:11][CH:12]=2)[CH:5]=[CH:6][CH:7]=1.[C:21]1(=O)[CH2:26][CH2:25][CH2:24][CH2:23][CH2:22]1. No catalyst specified. The product is [Br:1][C:2]1[CH:3]=[C:4]([C:8]2[N:9]=[C:10]([CH:13]([NH:20][CH:21]3[CH2:26][CH2:25][CH2:24][CH2:23][CH2:22]3)[CH2:14][CH2:15][CH2:16][CH:17]([CH3:18])[CH3:19])[NH:11][CH:12]=2)[CH:5]=[CH:6][CH:7]=1. The yield is 0.380. (4) The reactants are [CH2:1]([O:3][C:4]([C:6]1[NH:7][C:8]2[C:13]([C:14]=1[C:15]1[CH:20]=[CH:19][CH:18]=[CH:17][CH:16]=1)=[CH:12][CH:11]=[CH:10][CH:9]=2)=[O:5])[CH3:2].[H-].[Na+].[CH3:23][C:24]1[CH:29]=[CH:28][C:27]([S:30](Cl)(=[O:32])=[O:31])=[CH:26][CH:25]=1.Cl. The product is [CH2:1]([O:3][C:4]([C:6]1[N:7]([S:30]([C:27]2[CH:28]=[CH:29][C:24]([CH3:23])=[CH:25][CH:26]=2)(=[O:32])=[O:31])[C:8]2[C:13]([C:14]=1[C:15]1[CH:20]=[CH:19][CH:18]=[CH:17][CH:16]=1)=[CH:12][CH:11]=[CH:10][CH:9]=2)=[O:5])[CH3:2]. The yield is 0.520. The catalyst is CN(C=O)C. (5) The reactants are [CH2:1]([CH:4]1[CH2:8][NH:7][C:6](=[O:9])[CH2:5]1)[CH2:2][CH3:3].[CH2:10]=[O:11].[K]. The catalyst is C(O)C. The product is [OH:11][CH2:10][N:7]1[CH2:8][CH:4]([CH2:1][CH2:2][CH3:3])[CH2:5][C:6]1=[O:9]. The yield is 1.00.